This data is from Full USPTO retrosynthesis dataset with 1.9M reactions from patents (1976-2016). The task is: Predict the reactants needed to synthesize the given product. Given the product [CH3:9][CH2:10][CH2:11][CH:18]([CH3:23])[CH3:19].[CH3:24][NH:25][C:2]1[N:7]=[C:6](/[CH:8]=[CH:9]/[C:10]2[N:17]3[C:13]([S:14][CH:15]=[CH:16]3)=[N:12][C:11]=2[C:18]2[CH:23]=[CH:22][CH:21]=[CH:20][CH:19]=2)[CH:5]=[CH:4][N:3]=1, predict the reactants needed to synthesize it. The reactants are: Cl[C:2]1[N:7]=[C:6](/[CH:8]=[CH:9]/[C:10]2[N:17]3[C:13]([S:14][CH:15]=[CH:16]3)=[N:12][C:11]=2[C:18]2[CH:23]=[CH:22][CH:21]=[CH:20][CH:19]=2)[CH:5]=[CH:4][N:3]=1.[CH3:24][NH2:25].